Dataset: Full USPTO retrosynthesis dataset with 1.9M reactions from patents (1976-2016). Task: Predict the reactants needed to synthesize the given product. (1) Given the product [CH3:11][N:4]1[C:3](=[O:12])[C:2]2[NH:1][C:14](=[S:15])[NH:8][C:7]=2[N:6]([CH3:9])[C:5]1=[O:10], predict the reactants needed to synthesize it. The reactants are: [NH2:1][C:2]1[C:3](=[O:12])[N:4]([CH3:11])[C:5](=[O:10])[N:6]([CH3:9])[C:7]=1[NH2:8].O(CC)[C:14]([S-])=[S:15].[K+]. (2) Given the product [OH:15][CH2:14][CH2:13][O:12][C:6]1[CH:7]=[C:8]([CH3:11])[N:9]=[CH:10][C:5]=1[OH:4], predict the reactants needed to synthesize it. The reactants are: COC[O:4][C:5]1[C:6]([O:12][CH2:13][CH2:14][OH:15])=[CH:7][C:8]([CH3:11])=[N:9][CH:10]=1.Cl.C(OCC)(=O)C. (3) Given the product [Cl:52][C:6]1[CH:10]=[CH:2][C:3]([C:25](=[O:26])[C:24]2[CH:28]=[CH:20][CH:21]=[CH:22][CH:23]=2)=[C:4]([C:12](=[O:14])[C:33]2[CH:38]=[CH:37][CH:36]=[CH:35][CH:34]=2)[C:5]=1[I:11], predict the reactants needed to synthesize it. The reactants are: Cl[C:2]1[CH:3]=[C:4]([C:12]([OH:14])=O)[C:5]([I:11])=[C:6]([CH:10]=1)C(O)=O.O=S(Cl)Cl.Cl[C:20]1[CH:21]=[C:22](C(Cl)=O)[C:23](I)=[C:24]([CH:28]=1)[C:25](Cl)=[O:26].[C:33]1(CCCCCCCCCCCC)[CH:38]=[CH:37][CH:36]=[CH:35][CH:34]=1.[Al+3].[Cl-:52].[Cl-].[Cl-]. (4) Given the product [CH3:32][C:28]1[CH:27]=[C:26]([C:24]2[O:23][N:22]=[C:21]([CH:19]([N:16]3[CH2:15][CH2:14][NH:13][CH2:18][CH2:17]3)[CH3:20])[N:25]=2)[CH:31]=[CH:30][CH:29]=1, predict the reactants needed to synthesize it. The reactants are: [N+](C1C=CC=CC=1S([N:13]1[CH2:18][CH2:17][N:16]([CH:19]([C:21]2[N:25]=[C:24]([C:26]3[CH:31]=[CH:30][CH:29]=[C:28]([CH3:32])[CH:27]=3)[O:23][N:22]=2)[CH3:20])[CH2:15][CH2:14]1)(=O)=O)([O-])=O.[Li+].[OH-].SCC(O)=O. (5) Given the product [NH2:8][CH2:9][CH2:10][CH2:11][CH2:12][CH2:13][C:14]([O:16][C:17]1[CH:18]=[C:19]2[C:23](=[CH:24][CH:25]=1)[NH:22][CH:21]=[C:20]2[CH2:26][CH2:27][NH:28][C:29]1[N:37]=[C:36]([C:38]2[C:39]3[CH:46]=[CH:45][CH:44]=[CH:43][C:40]=3[S:41][CH:42]=2)[N:35]=[C:34]2[C:30]=1[N:31]=[CH:32][N:33]2[CH:47]([CH3:49])[CH3:48])=[O:15], predict the reactants needed to synthesize it. The reactants are: C(OC([NH:8][CH2:9][CH2:10][CH2:11][CH2:12][CH2:13][C:14]([O:16][C:17]1[CH:18]=[C:19]2[C:23](=[CH:24][CH:25]=1)[NH:22][CH:21]=[C:20]2[CH2:26][CH2:27][NH:28][C:29]1[N:37]=[C:36]([C:38]2[C:39]3[CH:46]=[CH:45][CH:44]=[CH:43][C:40]=3[S:41][CH:42]=2)[N:35]=[C:34]2[C:30]=1[N:31]=[CH:32][N:33]2[CH:47]([CH3:49])[CH3:48])=[O:15])=O)(C)(C)C.C(O)(C(F)(F)F)=O. (6) Given the product [Br:33][CH2:20][C:17]1[CH:18]=[CH:19][C:14]([C@H:6]([CH:1]2[CH2:5][CH2:4][CH2:3][CH2:2]2)[C:7]([O:9][C:10]([CH3:12])([CH3:11])[CH3:13])=[O:8])=[CH:15][CH:16]=1, predict the reactants needed to synthesize it. The reactants are: [CH:1]1([C@@H:6]([C:14]2[CH:19]=[CH:18][C:17]([CH3:20])=[CH:16][CH:15]=2)[C:7]([O:9][C:10]([CH3:13])([CH3:12])[CH3:11])=[O:8])[CH2:5][CH2:4][CH2:3][CH2:2]1.N(C(C)(C)C#N)=NC(C)(C)C#N.[Br:33]N1C(=O)CCC1=O. (7) Given the product [S:1]1[C:5]2[CH:6]=[CH:7][CH:8]=[CH:9][C:4]=2[N:3]=[C:2]1[S:10][CH2:11][C:12]([N:17]1[C:18]2[C:23](=[CH:22][CH:21]=[CH:20][CH:19]=2)[CH2:24][CH2:25][CH:16]1[CH3:15])=[O:14], predict the reactants needed to synthesize it. The reactants are: [S:1]1[C:5]2[CH:6]=[CH:7][CH:8]=[CH:9][C:4]=2[N:3]=[C:2]1[S:10][CH2:11][C:12]([OH:14])=O.[CH3:15][CH:16]1[CH2:25][CH2:24][C:23]2[C:18](=[CH:19][CH:20]=[CH:21][CH:22]=2)[NH:17]1. (8) Given the product [N:14]1([C@@H:11]2[CH2:12][CH2:13][N:9]([C:7]3[S:8][C:4]4[CH:3]=[C:2]([B:22]5[O:26][C:25]([CH3:28])([CH3:27])[C:24]([CH3:30])([CH3:29])[O:23]5)[CH:21]=[CH:20][C:5]=4[N:6]=3)[CH2:10]2)[CH2:19][CH2:18][CH2:17][CH2:16][CH2:15]1, predict the reactants needed to synthesize it. The reactants are: Br[C:2]1[CH:21]=[CH:20][C:5]2[N:6]=[C:7]([N:9]3[CH2:13][CH2:12][C@@H:11]([N:14]4[CH2:19][CH2:18][CH2:17][CH2:16][CH2:15]4)[CH2:10]3)[S:8][C:4]=2[CH:3]=1.[B:22]1([B:22]2[O:26][C:25]([CH3:28])([CH3:27])[C:24]([CH3:30])([CH3:29])[O:23]2)[O:26][C:25]([CH3:28])([CH3:27])[C:24]([CH3:30])([CH3:29])[O:23]1.C([O-])(=O)C.[K+]. (9) Given the product [Cl:29][C:30]1[N:31]=[C:32]([CH2:36][O:25][C:22]2[CH:23]=[CH:24][C:19]([CH2:18][C:15]3[CH:14]=[C:13]([C:12]4[C:7]([NH2:6])=[N:8][C:9]([NH2:26])=[CH:10][CH:11]=4)[O:17][N:16]=3)=[CH:20][CH:21]=2)[CH:33]=[CH:34][CH:35]=1, predict the reactants needed to synthesize it. The reactants are: O1CCCC1.[NH2:6][C:7]1[C:12]([C:13]2[O:17][N:16]=[C:15]([CH2:18][C:19]3[CH:24]=[CH:23][C:22]([OH:25])=[CH:21][CH:20]=3)[CH:14]=2)=[CH:11][CH:10]=[C:9]([NH2:26])[N:8]=1.[OH-].[Na+].[Cl:29][C:30]1[CH:35]=[CH:34][CH:33]=[C:32]([CH2:36]Cl)[N:31]=1. (10) Given the product [C:10]([C@H:8]1[CH2:7][NH:6][C@H:5]([C:3]([NH2:12])=[O:2])[CH2:9]1)#[N:11], predict the reactants needed to synthesize it. The reactants are: C[O:2][C:3]([C@@H:5]1[CH2:9][C@@H:8]([C:10]#[N:11])[CH2:7][NH:6]1)=O.[NH3:12].